This data is from Full USPTO retrosynthesis dataset with 1.9M reactions from patents (1976-2016). The task is: Predict the reactants needed to synthesize the given product. Given the product [Br:2][C:3]1[CH:4]=[CH:5][C:6]([N:9]2[CH2:14][CH2:13][N:12]([C:22]([O:24][C:25]([CH3:28])([CH3:27])[CH3:26])=[O:23])[CH2:11][CH2:10]2)=[CH:7][CH:8]=1, predict the reactants needed to synthesize it. The reactants are: Cl.[Br:2][C:3]1[CH:8]=[CH:7][C:6]([N:9]2[CH2:14][CH2:13][NH:12][CH2:11][CH2:10]2)=[CH:5][CH:4]=1.C(N(CC)CC)C.[C:22](O[C:22]([O:24][C:25]([CH3:28])([CH3:27])[CH3:26])=[O:23])([O:24][C:25]([CH3:28])([CH3:27])[CH3:26])=[O:23].O.